This data is from Full USPTO retrosynthesis dataset with 1.9M reactions from patents (1976-2016). The task is: Predict the reactants needed to synthesize the given product. (1) Given the product [C:16]1([CH3:19])[CH:17]=[CH:18][C:13]([NH:12][C:7]2[CH:8]=[CH:9][CH:10]=[CH:11][C:6]=2[NH:5][C:3](=[O:4])[CH3:2])=[CH:14][CH:15]=1, predict the reactants needed to synthesize it. The reactants are: Br[CH2:2][C:3]([NH:5][C:6]1[CH:11]=[CH:10][CH:9]=[CH:8][CH:7]=1)=[O:4].[NH2:12][C:13]1[CH:18]=[CH:17][C:16]([CH3:19])=[CH:15][CH:14]=1.[O-]P([O-])([O-])=O.[K+].[K+].[K+]. (2) Given the product [CH3:38][C:26]1[N:27]([CH2:30][CH2:31][CH2:32][CH2:33][CH2:34][CH2:35][C:36]#[N:37])[CH:28]=[CH:29][N:25]=1, predict the reactants needed to synthesize it. The reactants are: C(CCN1C=CN=C1C)#N.BrCCCCCCC#N.[Br-].C(CC[N:25]1[CH:29]=[CH:28][N+:27]([CH2:30][CH2:31][CH2:32][CH2:33][CH2:34][CH2:35][C:36]#[N:37])=[C:26]1[CH3:38])#N. (3) Given the product [NH2:15][C:13]1[N:14]=[C:9]([CH2:8][CH2:7][CH:4]2[CH2:3][CH2:2][N:1]([C:16]([O:18][C:19]([CH3:22])([CH3:21])[CH3:20])=[O:17])[CH2:6][CH2:5]2)[CH:10]=[CH:11][CH:12]=1, predict the reactants needed to synthesize it. The reactants are: [NH:1]1[CH2:6][CH2:5][CH:4]([CH2:7][CH2:8][C:9]2[N:14]=[C:13]([NH2:15])[CH:12]=[CH:11][CH:10]=2)[CH2:3][CH2:2]1.[C:16](O[C:16]([O:18][C:19]([CH3:22])([CH3:21])[CH3:20])=[O:17])([O:18][C:19]([CH3:22])([CH3:21])[CH3:20])=[O:17].C(N(CC)CC)C.O.